Dataset: Catalyst prediction with 721,799 reactions and 888 catalyst types from USPTO. Task: Predict which catalyst facilitates the given reaction. (1) Reactant: [C:1](Cl)([C:14]1[CH:19]=[CH:18][CH:17]=[CH:16][CH:15]=1)([C:8]1[CH:13]=[CH:12][CH:11]=[CH:10][CH:9]=1)[C:2]1[CH:7]=[CH:6][CH:5]=[CH:4][CH:3]=1.Cl.[CH3:22][O:23][C:24](=[O:29])[C@H:25]([CH2:27][OH:28])[NH2:26].C(N(CC)CC)C. Product: [CH3:22][O:23][C:24](=[O:29])[C@H:25]([CH2:27][OH:28])[NH:26][C:1]([C:14]1[CH:19]=[CH:18][CH:17]=[CH:16][CH:15]=1)([C:8]1[CH:13]=[CH:12][CH:11]=[CH:10][CH:9]=1)[C:2]1[CH:7]=[CH:6][CH:5]=[CH:4][CH:3]=1. The catalyst class is: 1. (2) Reactant: [Cl:1][C:2]1[CH:3]=[N+:4]([O-:32])[CH:5]=[C:6]([Cl:31])[C:7]=1[CH2:8][C@H:9]([O:20][C:21](=[O:30])[C:22]1[CH:27]=[CH:26][CH:25]=[C:24]([CH:28]=O)[CH:23]=1)[C:10]1[CH:15]=[CH:14][C:13]([O:16][CH3:17])=[C:12]([O:18][CH3:19])[CH:11]=1.[Cl:33][C:34]1[CH:40]=[CH:39][CH:38]=[CH:37][C:35]=1[NH2:36].C(O)(=O)C.[BH-](OC(C)=O)(OC(C)=O)OC(C)=O.[Na+]. Product: [Cl:1][C:2]1[CH:3]=[N+:4]([O-:32])[CH:5]=[C:6]([Cl:31])[C:7]=1[CH2:8][C@H:9]([O:20][C:21](=[O:30])[C:22]1[CH:27]=[CH:26][CH:25]=[C:24]([CH2:28][NH:36][C:35]2[CH:37]=[CH:38][CH:39]=[CH:40][C:34]=2[Cl:33])[CH:23]=1)[C:10]1[CH:15]=[CH:14][C:13]([O:16][CH3:17])=[C:12]([O:18][CH3:19])[CH:11]=1. The catalyst class is: 34. (3) Reactant: [F:1][C:2]1[CH:7]=[CH:6][C:5]([CH2:8][CH2:9][C:10](O)=[O:11])=[CH:4][CH:3]=1.B.O.C(=O)([O-])[O-].[K+].[K+]. Product: [F:1][C:2]1[CH:3]=[CH:4][C:5]([CH2:8][CH2:9][CH2:10][OH:11])=[CH:6][CH:7]=1. The catalyst class is: 7.